Dataset: Full USPTO retrosynthesis dataset with 1.9M reactions from patents (1976-2016). Task: Predict the reactants needed to synthesize the given product. (1) Given the product [I:1][C:2]1[CH:9]=[CH:8][CH:7]=[CH:6][C:3]=1[CH:4]=[CH:13][C:14]([O:16][CH2:17][CH3:18])=[O:15], predict the reactants needed to synthesize it. The reactants are: [I:1][C:2]1[CH:9]=[CH:8][CH:7]=[CH:6][C:3]=1[CH:4]=O.[PH2](=[CH:13][C:14]([O:16][CH2:17][CH3:18])=[O:15])[PH3][PH4]. (2) Given the product [F:38][C:37]([F:40])([F:39])[C:35]([OH:41])=[O:36].[CH3:29][N:30]([CH3:34])[CH2:31][CH2:32][O:17][C:14]([C:12]1[CH:11]=[CH:10][C:9]([NH:18][C:19]([C:21]2[NH:25][C:24]([C:26]#[N:27])=[CH:23][N:22]=2)=[O:20])=[C:8]([C:5]2[CH2:6][CH2:7][C:2]([CH3:28])([CH3:1])[CH2:3][CH:4]=2)[CH:13]=1)([CH3:15])[CH3:16], predict the reactants needed to synthesize it. The reactants are: [CH3:1][C:2]1([CH3:28])[CH2:7][CH2:6][C:5]([C:8]2[CH:13]=[C:12]([C:14]([OH:17])([CH3:16])[CH3:15])[CH:11]=[CH:10][C:9]=2[NH:18][C:19]([C:21]2[NH:22][CH:23]=[C:24]([C:26]#[N:27])[N:25]=2)=[O:20])=[CH:4][CH2:3]1.[CH3:29][N:30]([CH3:34])[CH2:31][CH2:32]O.[C:35]([OH:41])([C:37]([F:40])([F:39])[F:38])=[O:36]. (3) Given the product [CH3:30][O:29][C:26]1[CH:27]=[CH:28][C:21]2[NH:20][C:19](=[O:31])[N:18]([CH:15]3[CH2:14][CH2:13][N:12]([C:8]4[N:9]=[CH:10][N:11]=[C:6]([O:5][C:4]5[CH:32]=[C:33]([CH3:36])[C:34]6[N:35]=[C:40]([CH2:39][C:37]#[N:38])[NH:1][C:2]=6[CH:3]=5)[CH:7]=4)[CH2:17][CH2:16]3)[CH2:24][CH2:23][C:22]=2[CH:25]=1, predict the reactants needed to synthesize it. The reactants are: [NH2:1][C:2]1[CH:3]=[C:4]([CH:32]=[C:33]([CH3:36])[C:34]=1[NH2:35])[O:5][C:6]1[N:11]=[CH:10][N:9]=[C:8]([N:12]2[CH2:17][CH2:16][CH:15]([N:18]3[CH2:24][CH2:23][C:22]4[CH:25]=[C:26]([O:29][CH3:30])[CH:27]=[CH:28][C:21]=4[NH:20][C:19]3=[O:31])[CH2:14][CH2:13]2)[CH:7]=1.[C:37]([CH2:39][C:40](O)=O)#[N:38].CN(C(ON1N=NC2C=CC=CC1=2)=[N+](C)C)C.[B-](F)(F)(F)F.C(O)(=O)C. (4) Given the product [Cl:7][C:8]1[C:12]([CH2:13][O:14][C:15]2[CH:20]=[CH:19][C:18]([CH2:21][CH2:22][CH2:23][OH:24])=[C:17]([CH3:28])[C:16]=2[CH3:29])=[C:11]([C:30]2[CH:31]=[CH:32][C:33]([CH2:36][CH3:37])=[CH:34][CH:35]=2)[S:10][N:9]=1, predict the reactants needed to synthesize it. The reactants are: [H-].[H-].[H-].[H-].[Li+].[Al+3].[Cl:7][C:8]1[C:12]([CH2:13][O:14][C:15]2[CH:20]=[CH:19][C:18]([CH2:21][CH2:22][C:23](OCC)=[O:24])=[C:17]([CH3:28])[C:16]=2[CH3:29])=[C:11]([C:30]2[CH:35]=[CH:34][C:33]([CH2:36][CH3:37])=[CH:32][CH:31]=2)[S:10][N:9]=1.